Task: Predict the reaction yield, written as a fraction of the theoretical maximum amount of product (1.0 means a 100% yield; for example, 0.34 means a 34% yield).. Dataset: Reaction yield outcomes from USPTO patents with 853,638 reactions (1) The catalyst is C1COCC1. The reactants are [H-].[H-].[H-].[H-].[Li+].[Al+3].[CH2:7]([O:14][C:15]1[N:20]=[CH:19][C:18]([C:21]2[CH:26]=[CH:25][C:24]([CH2:27][C:28]([NH:30][C:31]3[CH:36]=[CH:35][C:34]([CH2:37][C:38]([CH3:45])([CH3:44])[C:39](OCC)=[O:40])=[C:33]([C:46]([F:49])([F:48])[F:47])[CH:32]=3)=[O:29])=[C:23]([F:50])[CH:22]=2)=[C:17]([O:51][CH2:52][CH3:53])[CH:16]=1)[C:8]1[CH:13]=[CH:12][CH:11]=[CH:10][CH:9]=1. The product is [CH2:7]([O:14][C:15]1[N:20]=[CH:19][C:18]([C:21]2[CH:26]=[CH:25][C:24]([CH2:27][C:28]([NH:30][C:31]3[CH:36]=[CH:35][C:34]([CH2:37][C:38]([CH3:45])([CH3:44])[CH2:39][OH:40])=[C:33]([C:46]([F:47])([F:49])[F:48])[CH:32]=3)=[O:29])=[C:23]([F:50])[CH:22]=2)=[C:17]([O:51][CH2:52][CH3:53])[CH:16]=1)[C:8]1[CH:9]=[CH:10][CH:11]=[CH:12][CH:13]=1. The yield is 0.209. (2) The reactants are [CH2:1]([N:8]1[CH2:13][CH2:12][NH:11][CH2:10][CH:9]1[C:14]1[N:19]=[C:18]([CH:20]2[CH2:25][NH:24][CH2:23][CH2:22][N:21]2[CH2:26][C:27]2[CH:32]=[CH:31][CH:30]=[CH:29][CH:28]=2)[CH:17]=[C:16](Cl)[N:15]=1)[C:2]1[CH:7]=[CH:6][CH:5]=[CH:4][CH:3]=1.[NH2:34][NH2:35]. The catalyst is O1CCOCC1. The product is [CH2:1]([N:8]1[CH2:13][CH2:12][NH:11][CH2:10][CH:9]1[C:14]1[N:19]=[C:18]([CH:20]2[CH2:25][NH:24][CH2:23][CH2:22][N:21]2[CH2:26][C:27]2[CH:32]=[CH:31][CH:30]=[CH:29][CH:28]=2)[CH:17]=[C:16]([NH:34][NH2:35])[N:15]=1)[C:2]1[CH:7]=[CH:6][CH:5]=[CH:4][CH:3]=1. The yield is 0.970. (3) The reactants are NC(N)=O.[Cl:5][C:6]1[CH:12]=[CH:11][C:9]([NH2:10])=[C:8]([OH:13])[C:7]=1[S:14]([N:17]1[CH2:22][CH2:21][S:20](=[O:24])(=[O:23])[CH2:19][CH2:18]1)(=[O:16])=[O:15].[Br:25][C:26]1[CH:31]=[CH:30][CH:29]=[CH:28][C:27]=1[N:32]=[C:33]=[O:34]. No catalyst specified. The product is [Br:25][C:26]1[CH:31]=[CH:30][CH:29]=[CH:28][C:27]=1[NH:32][C:33]([NH:10][C:9]1[CH:11]=[CH:12][C:6]([Cl:5])=[C:7]([S:14]([N:17]2[CH2:22][CH2:21][S:20](=[O:24])(=[O:23])[CH2:19][CH2:18]2)(=[O:16])=[O:15])[C:8]=1[OH:13])=[O:34]. The yield is 0.290. (4) The reactants are [Cl:1][C:2]1[CH:7]=[CH:6][C:5]([CH:8]([C:10]2[CH:15]=[CH:14][CH:13]=[CH:12][CH:11]=2)[NH2:9])=[CH:4][CH:3]=1.C(Cl)CCl.C1C=CC2N(O)N=NC=2C=1.[OH:30][C:31]1[CH:36]=[CH:35][C:34]([CH2:37][C:38](O)=[O:39])=[CH:33][CH:32]=1. The catalyst is CN(C=O)C.CN(C1C=CN=CC=1)C. The product is [Cl:1][C:2]1[CH:3]=[CH:4][C:5]([CH:8]([C:10]2[CH:11]=[CH:12][CH:13]=[CH:14][CH:15]=2)[NH:9][C:38](=[O:39])[CH2:37][C:34]2[CH:35]=[CH:36][C:31]([OH:30])=[CH:32][CH:33]=2)=[CH:6][CH:7]=1. The yield is 0.652. (5) The reactants are C([NH:5][S:6]([C:9]1[CH:10]=[C:11]([C:15]2[CH:20]=[CH:19][CH:18]=[C:17]([C:21]3[CH:26]=[C:25]([C:27]4[CH:28]=[N:29][C:30]([C:33]([F:36])([F:35])[F:34])=[CH:31][CH:32]=4)[CH:24]=[C:23]([CH3:37])[N:22]=3)[CH:16]=2)[CH:12]=[CH:13][CH:14]=1)(=[O:8])=[O:7])(C)(C)C.C(O)(C(F)(F)F)=O. No catalyst specified. The product is [CH3:37][C:23]1[N:22]=[C:21]([C:17]2[CH:16]=[C:15]([C:11]3[CH:12]=[CH:13][CH:14]=[C:9]([S:6]([NH2:5])(=[O:7])=[O:8])[CH:10]=3)[CH:20]=[CH:19][CH:18]=2)[CH:26]=[C:25]([C:27]2[CH:28]=[N:29][C:30]([C:33]([F:36])([F:34])[F:35])=[CH:31][CH:32]=2)[CH:24]=1. The yield is 0.750. (6) The reactants are [Cl:1][C:2]1[CH:7]=[CH:6][C:5]([CH:8]=[C:9]2[CH2:11][CH2:10]2)=[CH:4][CH:3]=1.ClC1C=CC=C(C(OO)=[O:20])C=1. The catalyst is C(Cl)Cl. The product is [Cl:1][C:2]1[CH:3]=[CH:4][C:5]([CH:8]2[CH2:10][CH2:11][C:9]2=[O:20])=[CH:6][CH:7]=1. The yield is 0.640. (7) The reactants are [NH2:1][C:2]1[C:3]([NH:26][CH3:27])=[CH:4][C:5]([O:21][CH2:22][CH:23]([F:25])[F:24])=[C:6]([CH:20]=1)[C:7]([NH:9][C@H:10]1[CH2:15][CH2:14][C@H:13]([C:16]([F:19])([F:18])[F:17])[CH2:12][CH2:11]1)=[O:8].[N:28]([C:31]1[CH:32]=[C:33]([CH:42]=[CH:43][C:44]=1[C:45]([F:48])([F:47])[F:46])[CH2:34][N-:35][C:36](=[O:41])[C:37]([CH3:40])([CH3:39])[CH3:38])=[C:29]=S. The catalyst is C(Cl)Cl.CCO. The product is [F:17][C:16]([F:18])([F:19])[C@H:13]1[CH2:14][CH2:15][C@H:10]([NH:9][C:7]([C:6]2[C:5]([O:21][CH2:22][CH:23]([F:24])[F:25])=[CH:4][C:3]3[N:26]([CH3:27])[C:29]([NH:28][C:31]4[CH:32]=[C:33]([CH2:34][NH:35][C:36]([C:37]([CH3:40])([CH3:39])[CH3:38])=[O:41])[CH:42]=[CH:43][C:44]=4[C:45]([F:48])([F:47])[F:46])=[N:1][C:2]=3[CH:20]=2)=[O:8])[CH2:11][CH2:12]1. The yield is 0.510.